From a dataset of Reaction yield outcomes from USPTO patents with 853,638 reactions. Predict the reaction yield, written as a fraction of the theoretical maximum amount of product (1.0 means a 100% yield; for example, 0.34 means a 34% yield). (1) The reactants are CCN=C=[N:5][CH2:6][CH2:7][CH2:8][N:9]([CH3:11])C.[Cl:12][C:13]1[CH:14]=[C:15]2[C:20](=[CH:21][CH:22]=1)[CH:19]=[C:18]([S:23]([CH2:26][CH2:27][C:28]([OH:30])=O)(=[O:25])=[O:24])[CH:17]=[CH:16]2.[CH:31]1C=CC2N(O)N=NC=2C=1.Cl.C(=O)([O-])[O-].[K+].[K+]. The catalyst is ClCCl. The product is [Cl:12][C:13]1[CH:14]=[C:15]2[C:20](=[CH:21][CH:22]=1)[CH:19]=[C:18]([S:23]([CH2:26][CH2:27][C:28]([N:9]1[CH2:8][CH2:7][CH:6]([NH2:5])[CH2:31][CH2:11]1)=[O:30])(=[O:24])=[O:25])[CH:17]=[CH:16]2. The yield is 0.590. (2) The reactants are C(OC([N:8]1[CH2:13][CH2:12][CH:11]([O:14][C:15]2[CH:20]=[CH:19][C:18]([C:21]3[C:22]([CH3:28])=[N:23][NH:24][C:25](=[O:27])[CH:26]=3)=[CH:17][CH:16]=2)[CH2:10][CH2:9]1)=O)(C)(C)C.[ClH:29]. The catalyst is O1CCOCC1.O. The product is [ClH:29].[CH3:28][C:22]1[C:21]([C:18]2[CH:17]=[CH:16][C:15]([O:14][CH:11]3[CH2:12][CH2:13][NH:8][CH2:9][CH2:10]3)=[CH:20][CH:19]=2)=[CH:26][C:25](=[O:27])[NH:24][N:23]=1. The yield is 0.920. (3) The reactants are [Cl:1][C:2]1[CH:16]=[CH:15][C:5]2[N:6]([CH2:11][CH2:12][CH2:13]Cl)[C:7](=[O:10])[CH2:8][O:9][C:4]=2[CH:3]=1.C([O-])([O-])=O.[K+].[K+].[Na+].[I-].[CH2:25]([CH:29]1[CH2:34][CH2:33][NH:32][CH2:31][CH2:30]1)[CH2:26][CH2:27][CH3:28]. The catalyst is CCCCCCC.CCOC(C)=O. The product is [CH2:25]([CH:29]1[CH2:34][CH2:33][N:32]([CH2:13][CH2:12][CH2:11][N:6]2[C:5]3[CH:15]=[CH:16][C:2]([Cl:1])=[CH:3][C:4]=3[O:9][CH2:8][C:7]2=[O:10])[CH2:31][CH2:30]1)[CH2:26][CH2:27][CH3:28]. The yield is 0.900. (4) The reactants are CN(N=O)C([O:5][CH2:6][CH3:7])=O.[CH2:10]([N:17]1[CH2:22][CH2:21]C(=O)[CH2:19][CH2:18]1)[C:11]1[CH:16]=[CH:15][CH:14]=[CH:13][CH:12]=1.[O-2].[Ba+2]. The catalyst is CO. The product is [CH2:10]([N:17]1[CH2:22][CH2:21][CH2:7][C:6](=[O:5])[CH2:19][CH2:18]1)[C:11]1[CH:16]=[CH:15][CH:14]=[CH:13][CH:12]=1. The yield is 0.310. (5) The reactants are [CH3:1][C:2]1[C:3]([C:8]2[CH:9]=[C:10]([N+:16]([O-])=O)[C:11]([C:14]#[N:15])=[N:12][CH:13]=2)=[N:4][CH:5]=[CH:6][CH:7]=1.[Cl-].[Ca+2].[Cl-].C([OH:24])C. The catalyst is O.[Fe]. The product is [NH2:16][C:10]1[C:11]([C:14]([NH2:15])=[O:24])=[N:12][CH:13]=[C:8]([C:3]2[C:2]([CH3:1])=[CH:7][CH:6]=[CH:5][N:4]=2)[CH:9]=1. The yield is 0.940.